Task: Predict the reactants needed to synthesize the given product.. Dataset: Full USPTO retrosynthesis dataset with 1.9M reactions from patents (1976-2016) (1) Given the product [O:15]=[C:9]1[NH:8][C:1]2[C:2](=[CH:3][CH:4]=[CH:5][CH:6]=2)[NH:7][CH:10]1[CH2:11][C:12]([NH2:13])=[O:14], predict the reactants needed to synthesize it. The reactants are: [C:1]1([NH2:8])[CH:6]=[CH:5][CH:4]=[CH:3][C:2]=1[NH2:7].[C:9]1(=[O:15])[NH:13][C:12](=[O:14])[CH:11]=[CH:10]1. (2) The reactants are: C([O:3][C:4](=[O:31])[CH2:5][CH2:6][C:7]1[CH:12]=[CH:11][CH:10]=[C:9]([N:13]2[C:17]([NH:18][C:19]([C:21]3[CH:26]=[CH:25][CH:24]=[CH:23][N:22]=3)=[O:20])=[CH:16][C:15]([C:27]([CH3:30])([CH3:29])[CH3:28])=[N:14]2)[CH:8]=1)C.[Li+].[OH-]. Given the product [C:27]([C:15]1[CH:16]=[C:17]([NH:18][C:19]([C:21]2[CH:26]=[CH:25][CH:24]=[CH:23][N:22]=2)=[O:20])[N:13]([C:9]2[CH:8]=[C:7]([CH2:6][CH2:5][C:4]([OH:31])=[O:3])[CH:12]=[CH:11][CH:10]=2)[N:14]=1)([CH3:30])([CH3:28])[CH3:29], predict the reactants needed to synthesize it.